This data is from Catalyst prediction with 721,799 reactions and 888 catalyst types from USPTO. The task is: Predict which catalyst facilitates the given reaction. Reactant: [ClH:1].[N:2]1[CH:7]=[CH:6][C:5]([C:8]2[CH:9]=[C:10]([CH:14]=[CH:15][CH:16]=2)[CH:11]=[N:12]O)=[CH:4][CH:3]=1.[H][H]. Product: [ClH:1].[N:2]1[CH:7]=[CH:6][C:5]([C:8]2[CH:9]=[C:10]([CH:14]=[CH:15][CH:16]=2)[CH2:11][NH2:12])=[CH:4][CH:3]=1. The catalyst class is: 45.